Dataset: Peptide-MHC class II binding affinity with 134,281 pairs from IEDB. Task: Regression. Given a peptide amino acid sequence and an MHC pseudo amino acid sequence, predict their binding affinity value. This is MHC class II binding data. (1) The peptide sequence is VRAVAESHGVAAVLF. The MHC is DRB1_0802 with pseudo-sequence DRB1_0802. The binding affinity (normalized) is 0.383. (2) The peptide sequence is AAATAGTTVYGHFAA. The MHC is HLA-DPA10103-DPB10601 with pseudo-sequence HLA-DPA10103-DPB10601. The binding affinity (normalized) is 0.0855. (3) The peptide sequence is QFELYKRTDIVEVDR. The MHC is DRB1_1301 with pseudo-sequence DRB1_1301. The binding affinity (normalized) is 0.589.